From a dataset of Reaction yield outcomes from USPTO patents with 853,638 reactions. Predict the reaction yield, written as a fraction of the theoretical maximum amount of product (1.0 means a 100% yield; for example, 0.34 means a 34% yield). (1) The reactants are [BH4-].[Na+].[CH3:3][O:4][C:5]([C:7]1([C:10]2[CH:11]=[C:12]3[C:17](=[CH:18][CH:19]=2)[O:16][CH2:15][CH2:14][C:13]3=O)[CH2:9][CH2:8]1)=[O:6]. The catalyst is FC(F)(F)C(O)=O. The product is [CH3:3][O:4][C:5]([C:7]1([C:10]2[CH:11]=[C:12]3[C:17](=[CH:18][CH:19]=2)[O:16][CH2:15][CH2:14][CH2:13]3)[CH2:8][CH2:9]1)=[O:6]. The yield is 0.920. (2) The reactants are O[C:2]1[C:7]2=[C:8]([C:11]3[CH:16]=[CH:15][CH:14]=[CH:13][CH:12]=3)[CH:9]=[CH:10][N:6]2[N:5]=[C:4]([C:17]2[CH:18]=[C:19]([S:23]([NH2:26])(=[O:25])=[O:24])[CH:20]=[N:21][CH:22]=2)[N:3]=1.CN([P+](ON1N=NC2C=CC=CC1=2)(N(C)C)N(C)C)C.F[P-](F)(F)(F)(F)F.CCN(C(C)C)C(C)C.[CH2:63]([NH2:70])[C:64]1[CH:69]=[CH:68][CH:67]=[CH:66][CH:65]=1. The catalyst is C1COCC1. The product is [CH2:63]([NH:70][C:2]1[C:7]2=[C:8]([C:11]3[CH:12]=[CH:13][CH:14]=[CH:15][CH:16]=3)[CH:9]=[CH:10][N:6]2[N:5]=[C:4]([C:17]2[CH:18]=[C:19]([S:23]([NH2:26])(=[O:24])=[O:25])[CH:20]=[N:21][CH:22]=2)[N:3]=1)[C:64]1[CH:69]=[CH:68][CH:67]=[CH:66][CH:65]=1. The yield is 0.201.